Dataset: Experimentally validated miRNA-target interactions with 360,000+ pairs, plus equal number of negative samples. Task: Binary Classification. Given a miRNA mature sequence and a target amino acid sequence, predict their likelihood of interaction. (1) The miRNA is hsa-miR-1296-5p with sequence UUAGGGCCCUGGCUCCAUCUCC. The protein sequence of the target gene is MSQVTFSDVAIDFSHEEWACLDSAQRDLYKDVMVQNYENLVSVGLSVTKPYVIMLLEDGKEPWMMEKKLSKAYPFPLSHSVPASVNFGFSALFEHCSEVTEIFELSELCVFWVLHFLSNSPNSTVEAFSRSKKKKKKKKKRQCFAFLIYFRLGIKMGKQGIINKEGYLYEDSPQPVTMEKVVKQSYEFSNSNKNLEYTECDTFRSTFHSKSTLSEPQNNSAEGNSHKYDILKKNLSKKSVIKSERINGGKKLLNSNKSGAAFNQSKSLTLPQTCNREKIYTCSECGKAFGKQSILSRHWR.... Result: 0 (no interaction). (2) The miRNA is hsa-miR-27a-5p with sequence AGGGCUUAGCUGCUUGUGAGCA. The protein sequence of the target gene is MSASLSRAAAALLRWGRSAGGGGLPGAGVRAASSGGQAEQLDALVKKDKVVVFLKGTPEQPQCGFSNAVVQILRLHGVRDYAAYNVLDDPELRQGIKDYSNWPTIPQVYLNGEFVGGCDILLQMHQNGDLVEELKKLGIRSALVDEKDQDSK. Result: 0 (no interaction). (3) The miRNA is mmu-miR-155-5p with sequence UUAAUGCUAAUUGUGAUAGGGGU. The protein sequence of the target gene is MKAAVDLKPTLTIIKTEKVDLELFPSPDMECADVPLLTPSSKEMMSQALKATFSGFTKEQQRLGIPKDPRQWTETHVRDWVMWAVNEFSLKGVDFQKFCMSGAALCALGKECFLELAPDFVGDILWEHLEILQKEDVKPYQVNGANPTYPESCYTSDYFISYGIEHAQCVPPSEFSEPSFITESYQTLHPISSEELLSLKYENDYPSVILQDPLQTDTLQTDYFAIKQEVLTPDNMCLGRASRGKLGGQDSFESVESYDSCDRLTQSWSSQSSFNSLQRVPSYDSFDYEDYPAALPNHKP.... Result: 1 (interaction). (4) The miRNA is mmu-miR-3065-5p with sequence UCAACAAAAUCACUGAUGCUGG. The protein sequence of the target gene is MIAEPAHFYLFGLICLCSGSRLRQEDFPPRIVEHPSDLIVSKGEPATLNCKAEGRPTPTIEWYKGGERVETDKDDPRSHRMLLPSGSLFFLRIVHGRKSRPDEGVYICVARNYLGEAVSHNASLEVAILRDDFRQNPSDVMVAVGEPAVMECQPPRGHPEPTISWKKDGSPLDDKDERITIRGGKLMITYTRKSDAGKYVCVGTNMVGERESEVAELTVLERPSFVKRPSNLAVTVDDSAEFKCEARGDPVPTVRWRKDDGELPKSRYEIRDDHTLKIRKVTAGDMGSYTCVAENMVGKA.... Result: 1 (interaction). (5) The miRNA is hsa-miR-4786-3p with sequence UGAAGCCAGCUCUGGUCUGGGC. The protein sequence of the target gene is MLSVQPDTKPKGCAGCNRKIKDRYLLKALDKYWHEDCLKCACCDCRLGEVGSTLYTKANLILCRRDYLRLFGVTGNCAACSKLIPAFEMVMRAKDNVYHLDCFACQLCNQRFCVGDKFFLKNNMILCQTDYEEGLMKEGYAPQVR. Result: 0 (no interaction). (6) The miRNA is hsa-miR-711 with sequence GGGACCCAGGGAGAGACGUAAG. The protein sequence of the target gene is MTTQEDTTGLHQKTSLWTMSRPGAKKVMNSYFIAGCGPAVCYYAVSWLRQGFSINLTSFGRIPWPHAGVGTCPSPQSWISPFLQSHREHHYAKTSSHSQPSPQSLALCLAYSRCSINICQMTECISLASGCHQALREPGRSEESFWIPATPYISNIFSES. Result: 0 (no interaction). (7) The miRNA is mmu-miR-449c-5p with sequence AGGCAGUGCAUUGCUAGCUGG. The protein sequence of the target gene is MRSSDDQPSGGTTVLQRLLQEQLRYGNPSENRSLLAIHQQATGNSSPFSTGSGNQGPQNDVLSSQDHHQQQLVAHPARQEPQGQEIQSENGVMEKQLSPRMQNNEELPTYEEAKVQSQYFRGQQHASVGAAFYVTGVTNQKMRTEGRPSVQRLTPGKMHQDEGLRDLKQGHVRSLSERLMQMSLATSGVKAHPPVTSAPLSPPQPNDLYKNATSSSEFYKAQGPPPSQHSLKGMEHRGPPPEYPFKGVPSQSVVCKSQEPGHFYSEHRLNQPGRTEGQLMRYQHPPEYGAARATQDISSL.... Result: 0 (no interaction). (8) The miRNA is hsa-miR-764 with sequence GCAGGUGCUCACUUGUCCUCCU. The protein sequence of the target gene is MASGSNWLSGVNVVLVMAYGSLVFVLLFIFVKRQIMRFAMKSRRGPHVPVGHNAPKDLKEEIDIRLSRVQDIKYEPQLLADDDARLLQLETQGNQSCYNYLYRMKALDAIRTSEIPFHSEGRHPRSLMGKNFRSYLLDLRNTSTPFKGVRKALIDTLLDGYETARYGTGVFGQNEYLRYQEALSELATAVKARIGSSQRHHQSAAKDLTQSPEVSPTTIQVTYLPSSQKSKRAKHFLELKSFKDNYNTLESTL. Result: 1 (interaction).